This data is from Reaction yield outcomes from USPTO patents with 853,638 reactions. The task is: Predict the reaction yield, written as a fraction of the theoretical maximum amount of product (1.0 means a 100% yield; for example, 0.34 means a 34% yield). The reactants are [CH2:1]([C:8]1[CH:15]=[CH:14][C:11]([CH:12]=[O:13])=[C:10]([OH:16])[CH:9]=1)[C:2]1[CH:7]=[CH:6][CH:5]=[CH:4][CH:3]=1.CCN(CC)CC.[O:24](S(C(F)(F)F)(=O)=O)[S:25]([C:28]([F:31])([F:30])[F:29])(=O)=[O:26]. The catalyst is ClCCl. The product is [CH2:1]([C:8]1[CH:15]=[CH:14][C:11]([CH:12]=[O:13])=[C:10]([O:16][S:25]([C:28]([F:31])([F:30])[F:29])(=[O:26])=[O:24])[CH:9]=1)[C:2]1[CH:3]=[CH:4][CH:5]=[CH:6][CH:7]=1. The yield is 1.00.